This data is from Peptide-MHC class I binding affinity with 185,985 pairs from IEDB/IMGT. The task is: Regression. Given a peptide amino acid sequence and an MHC pseudo amino acid sequence, predict their binding affinity value. This is MHC class I binding data. The binding affinity (normalized) is 0.115. The peptide sequence is LQSPPIREA. The MHC is HLA-A02:01 with pseudo-sequence HLA-A02:01.